From a dataset of Full USPTO retrosynthesis dataset with 1.9M reactions from patents (1976-2016). Predict the reactants needed to synthesize the given product. (1) Given the product [Cl:8][C:4]1[N:3]=[C:2]([NH:9][C:10]2[CH:15]=[CH:14][CH:13]=[CH:12][CH:11]=2)[CH:7]=[N:6][CH:5]=1, predict the reactants needed to synthesize it. The reactants are: Cl[C:2]1[CH:7]=[N:6][CH:5]=[C:4]([Cl:8])[N:3]=1.[NH2:9][C:10]1[CH:15]=[CH:14][CH:13]=[CH:12][CH:11]=1.CCN(C(C)C)C(C)C. (2) Given the product [Br:1][C:2]1[C:8]([C:9]([F:11])([F:12])[F:10])=[CH:7][C:5]2[NH:6][C:38](=[O:39])[C:14]3[CH:15]=[N:16][N:17]([CH:18]4[CH2:23][CH2:22][O:21][CH2:20][CH2:19]4)[C:13]=3[C:4]=2[CH:3]=1, predict the reactants needed to synthesize it. The reactants are: [Br:1][C:2]1[C:8]([C:9]([F:12])([F:11])[F:10])=[CH:7][C:5]([NH2:6])=[C:4]([C:13]2[N:17]([CH:18]3[CH2:23][CH2:22][O:21][CH2:20][CH2:19]3)[N:16]=[CH:15][CH:14]=2)[CH:3]=1.CCN(C(C)C)C(C)C.C1N=CN([C:38](N2C=NC=C2)=[O:39])C=1.C(OC(C)C)(C)C.C(OCC)(=O)C.